From a dataset of Full USPTO retrosynthesis dataset with 1.9M reactions from patents (1976-2016). Predict the reactants needed to synthesize the given product. (1) Given the product [Br:1][C:2]1[CH:3]=[CH:4][C:5]([CH2:8][Br:30])=[CH:6][N:7]=1, predict the reactants needed to synthesize it. The reactants are: [Br:1][C:2]1[N:7]=[CH:6][C:5]([CH2:8]O)=[CH:4][CH:3]=1.C1(P(C2C=CC=CC=2)C2C=CC=CC=2)C=CC=CC=1.C(Br)(Br)(Br)[Br:30]. (2) Given the product [C:1]([O:5][C:6](=[O:17])[CH2:7][N:8]1[CH2:12][CH2:11][CH2:10][CH:9]1[C:13]([O-:15])=[O:14])([CH3:4])([CH3:2])[CH3:3].[Li+:20], predict the reactants needed to synthesize it. The reactants are: [C:1]([O:5][C:6](=[O:17])[CH2:7][N:8]1[CH2:12][CH2:11][CH2:10][CH:9]1[C:13]([O:15]C)=[O:14])([CH3:4])([CH3:3])[CH3:2].O.[OH-].[Li+:20]. (3) Given the product [CH3:34][N:28]1[CH2:29][CH2:30][N:31]([CH3:33])[CH2:32][CH:27]1[CH2:26][O:25][C:20]1[CH:21]=[C:22]2[C:17](=[CH:18][CH:19]=1)[CH:16]=[C:15]([C:9]1[C:8]3[C:12](=[CH:13][CH:14]=[C:6]([C:4]4[N:5]=[C:38]([CH2:37][C:36]([CH3:43])([CH3:42])[CH3:35])[NH:40][N:41]=4)[CH:7]=3)[NH:11][N:10]=1)[CH:24]=[CH:23]2, predict the reactants needed to synthesize it. The reactants are: C(O[C:4]([C:6]1[CH:7]=[C:8]2[C:12](=[CH:13][CH:14]=1)[NH:11][N:10]=[C:9]2[C:15]1[CH:24]=[CH:23][C:22]2[C:17](=[CH:18][CH:19]=[C:20]([O:25][CH2:26][CH:27]3[CH2:32][N:31]([CH3:33])[CH2:30][CH2:29][N:28]3[CH3:34])[CH:21]=2)[CH:16]=1)=[NH:5])C.[CH3:35][C:36]([CH3:43])([CH3:42])[CH2:37][C:38]([NH:40][NH2:41])=O.C(N(CC)CC)C. (4) Given the product [CH2:23]([O:22][CH2:21][CH2:20][O:19][CH2:18][CH2:17][O:1][C:2]1[CH:3]=[CH:4][C:5]([NH:8][C:9](=[O:15])[O:10][C:11]([CH3:12])([CH3:14])[CH3:13])=[CH:6][CH:7]=1)[C:24]#[CH:25], predict the reactants needed to synthesize it. The reactants are: [OH:1][C:2]1[CH:7]=[CH:6][C:5]([NH:8][C:9](=[O:15])[O:10][C:11]([CH3:14])([CH3:13])[CH3:12])=[CH:4][CH:3]=1.I[CH2:17][CH2:18][O:19][CH2:20][CH2:21][O:22][CH2:23][C:24]#[CH:25].C([O-])([O-])=O.[K+].[K+].C(=O)(O)[O-].[Na+]. (5) Given the product [Br:1][C:2]1[C:3]([C:9]([NH:12][C:13]2[CH:25]=[CH:24][C:16]([C:17]([O:19][C:20]([CH3:21])([CH3:22])[CH3:23])=[O:18])=[CH:15][CH:14]=2)=[O:11])=[N:4][CH:5]=[C:6]([Cl:8])[CH:7]=1, predict the reactants needed to synthesize it. The reactants are: [Br:1][C:2]1[C:3]([C:9]([OH:11])=O)=[N:4][CH:5]=[C:6]([Cl:8])[CH:7]=1.[NH2:12][C:13]1[CH:25]=[CH:24][C:16]([C:17]([O:19][C:20]([CH3:23])([CH3:22])[CH3:21])=[O:18])=[CH:15][CH:14]=1.CN(C(ON1N=NC2C=CC=NC1=2)=[N+](C)C)C.F[P-](F)(F)(F)(F)F.CCN(C(C)C)C(C)C. (6) The reactants are: COC1C2[N:9]=[C:10]([NH2:12])[S:11][C:7]=2[C:6]([NH:13][CH3:14])=[CH:5][CH:4]=1.N1C=CC=C[CH:16]=1.[C:21](Cl)(=[O:23])[CH3:22].[O:25]1CC[CH2:27][CH2:26]1. Given the product [NH2:12][C:10]1[S:11][C:7]2[C:6]([N:13]([CH3:14])[C:26](=[O:25])[CH3:27])=[CH:5][CH:4]=[C:21]([O:23][CH3:16])[C:22]=2[N:9]=1, predict the reactants needed to synthesize it. (7) Given the product [C:6]([C:5]1[CH:8]=[CH:9][C:2]([O:1][CH2:42][CH2:41][C:43]2[NH:44][N:45]=[C:46]([CH2:58][CH3:59])[C:47]=2[O:48][C:49]2[CH:50]=[C:51]([CH:54]=[C:55]([F:57])[CH:56]=2)[C:52]#[N:53])=[CH:3][CH:4]=1)#[N:7], predict the reactants needed to synthesize it. The reactants are: [OH:1][C:2]1[CH:9]=[CH:8][C:5]([C:6]#[N:7])=[CH:4][CH:3]=1.C1(P(C2C=CC=CC=2)C2C=CC=CC=2)C=CC=CC=1.CCOC(/N=N/C(OCC)=O)=O.[CH2:41]([C:43]1[C:47]([O:48][C:49]2[CH:50]=[C:51]([CH:54]=[C:55]([F:57])[CH:56]=2)[C:52]#[N:53])=[C:46]([CH2:58][CH2:59]O)[NH:45][N:44]=1)[CH3:42]. (8) The reactants are: [NH2:1][C:2]1[CH:3]=[CH:4][C:5]([C:18]([CH3:21])([CH3:20])[CH3:19])=[C:6]([NH:8][C:9](=[O:17])[CH2:10][N:11]2[CH2:16][CH2:15][O:14][CH2:13][CH2:12]2)[CH:7]=1.[C:22]1([C:31]2[CH:36]=[CH:35][CH:34]=[CH:33][CH:32]=2)[CH:27]=[CH:26][C:25]([C:28](O)=[O:29])=[CH:24][CH:23]=1.C(N(C(C)C)CC)(C)C. Given the product [C:18]([C:5]1[CH:4]=[CH:3][C:2]([NH:1][C:28]([C:25]2[CH:26]=[CH:27][C:22]([C:31]3[CH:32]=[CH:33][CH:34]=[CH:35][CH:36]=3)=[CH:23][CH:24]=2)=[O:29])=[CH:7][C:6]=1[NH:8][C:9](=[O:17])[CH2:10][N:11]1[CH2:12][CH2:13][O:14][CH2:15][CH2:16]1)([CH3:21])([CH3:20])[CH3:19], predict the reactants needed to synthesize it. (9) Given the product [CH:14]1[CH:13]=[N:12][CH:11]=[C:10]([CH2:9][C@H:5]([NH2:20])[C:6]([OH:8])=[O:7])[CH:15]=1, predict the reactants needed to synthesize it. The reactants are: [OH-].[Na+].C(=[C:5]([CH2:9][C:10]1[CH:11]=[N:12][CH:13]=[CH:14][CH:15]=1)[C:6]([OH:8])=[O:7])=O.C([O-])=O.[NH4+].[NH2:20][C@H](C(O)=O)CC1C=CC=CC=1.C([O-])=O.N.Cl. (10) The reactants are: [CH2:1]1[C:5]2([CH2:10][CH2:9][C:8](=O)[CH2:7][CH2:6]2)[CH2:4][CH2:3][CH2:2]1.[C:12]([O:16][NH:17][NH:18][C:19]([NH:21][NH2:22])=[O:20])([CH3:15])([CH3:14])[CH3:13]. Given the product [CH2:1]1[C:5]2([CH2:10][CH2:9][C:8](=[N:22][NH:21][C:19](=[O:20])[NH:18][NH:17][O:16][C:12]([CH3:14])([CH3:13])[CH3:15])[CH2:7][CH2:6]2)[CH2:4][CH2:3][CH2:2]1, predict the reactants needed to synthesize it.